From a dataset of Forward reaction prediction with 1.9M reactions from USPTO patents (1976-2016). Predict the product of the given reaction. (1) Given the reactants F[C:2]1[N:7]=[C:6]([C:8]2[C:16]3[C:11](=[CH:12][N:13]=[C:14]([C:17]4[CH:18]=[N:19][CH:20]=[CH:21][CH:22]=4)[CH:15]=3)[N:10](C3CCCCO3)[N:9]=2)[CH:5]=[CH:4][CH:3]=1.[NH:29]1[CH2:35][CH2:34][CH2:33][NH:32][CH2:31][CH2:30]1.O, predict the reaction product. The product is: [N:29]1([C:2]2[N:7]=[C:6]([C:8]3[C:16]4[C:11](=[CH:12][N:13]=[C:14]([C:17]5[CH:18]=[N:19][CH:20]=[CH:21][CH:22]=5)[CH:15]=4)[NH:10][N:9]=3)[CH:5]=[CH:4][CH:3]=2)[CH2:35][CH2:34][CH2:33][NH:32][CH2:31][CH2:30]1. (2) Given the reactants C(S(OS(C(F)(F)F)(=O)=O)(=O)=O)(F)(F)F.COC1C=CC(C[N:23]2[C:27]([NH2:28])=[C:26]([C:29]3[CH:30]=[N:31][C:32]([F:35])=[CH:33][CH:34]=3)[CH:25]=[N:24]2)=CC=1, predict the reaction product. The product is: [F:35][C:32]1[N:31]=[CH:30][C:29]([C:26]2[CH:25]=[N:24][NH:23][C:27]=2[NH2:28])=[CH:34][CH:33]=1. (3) Given the reactants [Cl:1][C:2]1[CH:3]=[N:4][CH:5]=[C:6]([Cl:20])[C:7]=1[S:8][C:9]1[S:13][C:12]([C:14](Cl)=[O:15])=[CH:11][C:10]=1[N+:17]([O-:19])=[O:18].[F:21][C:22]1[CH:28]=[CH:27][C:25]([NH2:26])=[CH:24][CH:23]=1, predict the reaction product. The product is: [Cl:1][C:2]1[CH:3]=[N:4][CH:5]=[C:6]([Cl:20])[C:7]=1[S:8][C:9]1[S:13][C:12]([C:14]([NH:26][C:25]2[CH:27]=[CH:28][C:22]([F:21])=[CH:23][CH:24]=2)=[O:15])=[CH:11][C:10]=1[N+:17]([O-:19])=[O:18]. (4) Given the reactants [F:1][C:2]([F:14])([F:13])[C:3]1[CH:11]=[CH:10][C:6]([C:7]([OH:9])=O)=[C:5]([OH:12])[CH:4]=1.[Li][CH3:16].O.Cl, predict the reaction product. The product is: [OH:12][C:5]1[CH:4]=[C:3]([C:2]([F:1])([F:14])[F:13])[CH:11]=[CH:10][C:6]=1[C:7](=[O:9])[CH3:16]. (5) Given the reactants [F:1][C:2]1[CH:3]=[CH:4][C:5]([N+:22]([O-:24])=[O:23])=[C:6]([NH:8][CH2:9][C@@H:10]2[CH2:14][CH2:13][N:12](C(OC(C)(C)C)=O)[CH2:11]2)[CH:7]=1.[ClH:25].O1CCOCC1, predict the reaction product. The product is: [ClH:25].[F:1][C:2]1[CH:3]=[CH:4][C:5]([N+:22]([O-:24])=[O:23])=[C:6]([NH:8][CH2:9][C@@H:10]2[CH2:14][CH2:13][NH:12][CH2:11]2)[CH:7]=1. (6) Given the reactants [O:1]1[CH:6]=[CH:5][CH2:4][CH2:3][CH2:2]1.[CH2:7]([OH:12])[CH2:8][CH2:9][C:10]#[CH:11].C(=O)(O)[O-].[Na+], predict the reaction product. The product is: [CH2:7]([O:12][CH:6]1[CH2:5][CH2:4][CH2:3][CH2:2][O:1]1)[CH2:8][CH2:9][C:10]#[CH:11]. (7) Given the reactants [CH3:1][O:2][C:3]1[CH:40]=[CH:39][CH:38]=[CH:37][C:4]=1[CH2:5][N:6]1[CH:10]=[CH:9][N:8]=[C:7]1[C:11]1[CH:16]=[CH:15][C:14]([NH:17][C:18]2[CH:27]=[CH:26][C:25]3[C:20](=[CH:21][CH:22]=[CH:23][CH:24]=3)[C:19]=2[NH:28][C:29](=[O:36])[CH2:30][C:31](OCC)=[O:32])=[CH:13][CH:12]=1.[N+](C1C=CC(C2NC=CN=2)=CC=1)([O-])=O.COC1C=CC=CC=1CCl.ClC1C=CC(CN2C=CN=C2C2C=CC(NC3C=CC4C(=CC=CC=4)C=3[N+]([O-])=O)=CC=2)=CC=1.ClC1C=CC(CN2C=CN=C2C2C=CC(NC3C=CC4C(=CC=CC=4)C=3NC(=O)CC(OCC)=O)=CC=2)=CC=1.Cl.ClC1C=CC(CN2C=CN=C2C2C=CC(N3C(=O)CC(=O)NC4C5C(C=CC3=4)=CC=CC=5)=CC=2)=CC=1, predict the reaction product. The product is: [CH3:1][O:2][C:3]1[CH:40]=[CH:39][CH:38]=[CH:37][C:4]=1[CH2:5][N:6]1[CH:10]=[CH:9][N:8]=[C:7]1[C:11]1[CH:16]=[CH:15][C:14]([N:17]2[C:31](=[O:32])[CH2:30][C:29](=[O:36])[NH:28][C:19]3[C:20]4[C:25]([CH:26]=[CH:27][C:18]2=3)=[CH:24][CH:23]=[CH:22][CH:21]=4)=[CH:13][CH:12]=1.